From a dataset of Forward reaction prediction with 1.9M reactions from USPTO patents (1976-2016). Predict the product of the given reaction. (1) The product is: [Cl:15][C:8]1[CH:9]=[CH:10][CH:11]=[C:12]([CH2:13][CH3:14])[C:7]=1[CH:6]=[O:17]. Given the reactants C(/N=[CH:6]/[C:7]1[C:12]([CH2:13][CH3:14])=[CH:11][CH:10]=[CH:9][C:8]=1[Cl:15])CCC.S(=O)(=O)(O)[OH:17], predict the reaction product. (2) Given the reactants C([O:3][C:4](=[O:20])[C:5]([C:8]1[CH:13]=[CH:12][C:11]([C:14]2[CH:19]=[CH:18][CH:17]=[CH:16][CH:15]=2)=[CH:10][CH:9]=1)([F:7])[F:6])C.C([O-])([O-])=O.[K+].[K+].Cl, predict the reaction product. The product is: [C:11]1([C:14]2[CH:15]=[CH:16][CH:17]=[CH:18][CH:19]=2)[CH:12]=[CH:13][C:8]([C:5]([F:6])([F:7])[C:4]([OH:20])=[O:3])=[CH:9][CH:10]=1. (3) Given the reactants O=O.[CH2:3]=[CH:4][CH2:5][CH2:6][CH2:7][CH2:8][CH2:9][CH3:10].C=C, predict the reaction product. The product is: [CH2:3]=[CH2:4].[CH2:3]=[CH:4][CH2:5][CH2:6][CH2:7][CH2:8][CH2:9][CH3:10]. (4) Given the reactants O.O.O.O.O.O.O.O.O.[N+:10]([O-:13])([O-:12])=[O:11].[Al+3:14].[N+:15]([O-:18])([O-:17])=[O:16].[N+:19]([O-:22])([O-:21])=[O:20].[N+:23]([O-:26])([O-:25])=[O:24].[Mg+2:27].[N+:28]([O-:31])([O-:30])=[O:29].[N+]([O-])(O)=O, predict the reaction product. The product is: [N+:10]([O-:13])([O-:12])=[O:11].[Al+3:14].[N+:15]([O-:18])([O-:17])=[O:16].[N+:19]([O-:22])([O-:21])=[O:20].[N+:23]([O-:26])([O-:25])=[O:24].[Mg+2:27].[N+:28]([O-:31])([O-:30])=[O:29]. (5) The product is: [C:16]1([S:22]([C:40]2[CH:41]=[CH:42][C:43]3[O:44][CH2:45][CH:34]4[CH:35]([C:38]=3[CH:39]=2)[CH2:36][CH2:37][NH:33]4)(=[O:24])=[O:23])[CH:21]=[CH:20][CH:19]=[CH:18][CH:17]=1. Given the reactants CN(C)CCN.C(N(CC)C(C)C)(C)C.[C:16]1([S:22]([O-:24])=[O:23])[CH:21]=[CH:20][CH:19]=[CH:18][CH:17]=1.[Na+].C(OC([N:33]1[CH2:37][CH2:36][CH:35]2[C:38]3[CH:39]=[C:40](I)[CH:41]=[CH:42][C:43]=3[O:44][CH2:45][CH:34]12)=O)(C)(C)C, predict the reaction product. (6) Given the reactants [NH2:1][CH:2]1[CH:7]([OH:8])[CH2:6][CH2:5][CH:4]([C:9]([O:11][CH2:12][CH3:13])=[O:10])[CH2:3]1.C(N(CC)CC)C.[CH2:21]([O:28][C:29](ON1C(=O)CCC1=O)=[O:30])[C:22]1[CH:27]=[CH:26][CH:25]=[CH:24][CH:23]=1, predict the reaction product. The product is: [CH2:21]([O:28][C:29]([NH:1][CH:2]1[CH:7]([OH:8])[CH2:6][CH2:5][CH:4]([C:9]([O:11][CH2:12][CH3:13])=[O:10])[CH2:3]1)=[O:30])[C:22]1[CH:27]=[CH:26][CH:25]=[CH:24][CH:23]=1. (7) Given the reactants Br[C:2]1[CH:3]=[CH:4][C:5]2[O:14][C:13]3[CH2:12][CH2:11][N:10]([C:15]([O:17][C:18]([CH3:21])([CH3:20])[CH3:19])=[O:16])[CH2:9][C:8]=3[C:6]=2[CH:7]=1.[F:22][C:23]1[CH:24]=[C:25]([S:29]([O-:31])=[O:30])[CH:26]=[CH:27][CH:28]=1.[Na+].C(=O)([O-])[O-].[Cs+].[Cs+].CC1(C)C2C(=C(P(C3C=CC=CC=3)C3C=CC=CC=3)C=CC=2)OC2C(P(C3C=CC=CC=3)C3C=CC=CC=3)=CC=CC1=2, predict the reaction product. The product is: [F:22][C:23]1[CH:24]=[C:25]([S:29]([C:2]2[CH:3]=[CH:4][C:5]3[O:14][C:13]4[CH2:12][CH2:11][N:10]([C:15]([O:17][C:18]([CH3:21])([CH3:20])[CH3:19])=[O:16])[CH2:9][C:8]=4[C:6]=3[CH:7]=2)(=[O:31])=[O:30])[CH:26]=[CH:27][CH:28]=1. (8) Given the reactants [CH2:1]([O:8][C@H:9]1[C@@H:13]([CH2:14][C@@H:15]2[CH2:19][O:18][C:17]([CH3:21])([CH3:20])[O:16]2)[O:12][C@@H:11]([CH2:22][CH:23]([C:25]2[O:26][CH:27]=[CH:28][CH:29]=2)O)[C@@H:10]1[O:30][CH2:31][C:32]1[CH:37]=[CH:36][C:35]([O:38][CH3:39])=[CH:34][CH:33]=1)[C:2]1[CH:7]=[CH:6][CH:5]=[CH:4][CH:3]=1.[OH-].[K+], predict the reaction product. The product is: [CH2:1]([O:8][C@@H:9]1[C@@H:10]([O:30][CH2:31][C:32]2[CH:33]=[CH:34][C:35]([O:38][CH3:39])=[CH:36][CH:37]=2)[C@H:11](/[CH:22]=[CH:23]/[C:25]2[O:26][CH:27]=[CH:28][CH:29]=2)[O:12][C@@H:13]1[CH2:14][CH:15]1[CH2:19][O:18][C:17]([CH3:21])([CH3:20])[O:16]1)[C:2]1[CH:3]=[CH:4][CH:5]=[CH:6][CH:7]=1.